This data is from Reaction yield outcomes from USPTO patents with 853,638 reactions. The task is: Predict the reaction yield, written as a fraction of the theoretical maximum amount of product (1.0 means a 100% yield; for example, 0.34 means a 34% yield). (1) The reactants are Cl.C[O:3][C:4](=[O:10])[C@H:5]([CH:7]([CH3:9])[CH3:8])[NH2:6].[CH3:11][O:12][C@@H:13]1[C@@H:17]([O:18][N+:19]([O-:21])=[O:20])[CH2:16][C@H:15]([C:22](O)=[O:23])[CH2:14]1.C(N(CC)CC)C.C1CN([P+](ON2N=NC3C=CC=CC2=3)(N2CCCC2)N2CCCC2)CC1.F[P-](F)(F)(F)(F)F. The catalyst is ClCCl. The product is [CH3:11][O:12][C@@H:13]1[C@@H:17]([O:18][N+:19]([O-:21])=[O:20])[CH2:16][C@H:15]([C:22]([NH:6][C@H:5]([C:4]([OH:3])=[O:10])[CH:7]([CH3:9])[CH3:8])=[O:23])[CH2:14]1. The yield is 0.860. (2) The reactants are [F:1][C:2]([F:15])([F:14])[C:3]1[CH:8]=[CH:7][C:6]([C:9]2[O:10][CH:11]=[CH:12][CH:13]=2)=[CH:5][CH:4]=1.C([Li])CCC.Br[C:22]1[CH:23]=[C:24]([CH:30]=[CH:31][CH:32]=1)[C:25]([O:27][CH2:28][CH3:29])=[O:26].Cl. The catalyst is O1CCCC1.[Cl-].[Zn+2].[Cl-]. The product is [F:15][C:2]([F:1])([F:14])[C:3]1[CH:4]=[CH:5][C:6]([C:9]2[O:10][C:11]([C:22]3[CH:23]=[C:24]([CH:30]=[CH:31][CH:32]=3)[C:25]([O:27][CH2:28][CH3:29])=[O:26])=[CH:12][CH:13]=2)=[CH:7][CH:8]=1. The yield is 0.350.